This data is from Forward reaction prediction with 1.9M reactions from USPTO patents (1976-2016). The task is: Predict the product of the given reaction. (1) Given the reactants [F:1][C:2]([F:34])([F:33])[C:3]1[CH:28]=[C:27]([C:29]([F:32])([F:31])[F:30])[CH:26]=[CH:25][C:4]=1[CH2:5][N:6]1[C:14]2[C:9](=[CH:10][C:11]([CH:15]=[C:16]3[S:20][C:19](SCC)=[N:18][C:17]3=[O:24])=[CH:12][CH:13]=2)[CH:8]=[N:7]1.[CH3:35][NH:36][CH:37]1[CH2:42][CH2:41][N:40]([CH3:43])[CH2:39][CH2:38]1, predict the reaction product. The product is: [F:34][C:2]([F:33])([F:1])[C:3]1[CH:28]=[C:27]([C:29]([F:32])([F:30])[F:31])[CH:26]=[CH:25][C:4]=1[CH2:5][N:6]1[C:14]2[C:9](=[CH:10][C:11]([CH:15]=[C:16]3[S:20][C:19]([N:36]([CH3:35])[CH:37]4[CH2:42][CH2:41][N:40]([CH3:43])[CH2:39][CH2:38]4)=[N:18][C:17]3=[O:24])=[CH:12][CH:13]=2)[CH:8]=[N:7]1. (2) Given the reactants C([O:4][CH2:5][CH2:6][C:7]1[C:16]2[C:11](=[CH:12][CH:13]=[CH:14][CH:15]=2)[C:10]([O:17][CH2:18][C:19]2[CH:24]=[CH:23][CH:22]=[CH:21][CH:20]=2)=[CH:9][C:8]=1[NH:25][C:26]([C:28]1[NH:29][C:30]2[C:35]([CH:36]=1)=[CH:34][C:33]([O:37][CH3:38])=[C:32]([O:39][CH3:40])[C:31]=2[O:41][CH3:42])=[O:27])(=O)C.C(=O)([O-])[O-].[K+].[K+], predict the reaction product. The product is: [CH2:18]([O:17][C:10]1[C:11]2[C:16](=[CH:15][CH:14]=[CH:13][CH:12]=2)[C:7]([CH2:6][CH2:5][OH:4])=[C:8]([NH:25][C:26]([C:28]2[NH:29][C:30]3[C:35]([CH:36]=2)=[CH:34][C:33]([O:37][CH3:38])=[C:32]([O:39][CH3:40])[C:31]=3[O:41][CH3:42])=[O:27])[CH:9]=1)[C:19]1[CH:24]=[CH:23][CH:22]=[CH:21][CH:20]=1. (3) Given the reactants [C:1]([C:3]1[C:4]([C:17]2[CH:22]=[CH:21][C:20]([Cl:23])=[CH:19][C:18]=2[Cl:24])=[C:5]([C:14](O)=[O:15])[S:6][C:7]=1[N:8]1[CH2:13][CH2:12][O:11][CH2:10][CH2:9]1)#[N:2].C1(P([N:39]=[N+:40]=[N-:41])(C2C=CC=CC=2)=O)C=CC=CC=1, predict the reaction product. The product is: [C:1]([C:3]1[C:4]([C:17]2[CH:22]=[CH:21][C:20]([Cl:23])=[CH:19][C:18]=2[Cl:24])=[C:5]([C:14]([N:39]=[N+:40]=[N-:41])=[O:15])[S:6][C:7]=1[N:8]1[CH2:13][CH2:12][O:11][CH2:10][CH2:9]1)#[N:2]. (4) Given the reactants [CH3:1][O:2][C:3](=[O:14])[CH2:4][CH2:5][C:6]1[CH:11]=[CH:10][C:9]([Cl:12])=[C:8]([Cl:13])[CH:7]=1.[CH:15](OC)=[O:16].CC([O-])(C)C.[K+], predict the reaction product. The product is: [Cl:13][C:8]1[CH:7]=[C:6]([CH:11]=[CH:10][C:9]=1[Cl:12])[CH2:5][CH:4]([CH:15]=[O:16])[C:3]([O:2][CH3:1])=[O:14]. (5) Given the reactants [CH3:1][C:2]([C:8]1[CH:13]=[CH:12][C:11]([N+:14]([O-:16])=[O:15])=[CH:10][CH:9]=1)([CH3:7])[C:3](OC)=O.C[N+]1([O-])CC[O:21][CH2:20]C1.[Cl-].COC[P+](C1C=CC=CC=1)(C1C=CC=CC=1)C1C=CC=CC=1.C[Si]([N-][Si](C)(C)C)(C)C.[K+].C1(C)C=CC=CC=1, predict the reaction product. The product is: [CH3:7][C:2]([C:8]1[CH:9]=[CH:10][C:11]([N+:14]([O-:16])=[O:15])=[CH:12][CH:13]=1)([CH3:1])[CH2:3][CH:20]=[O:21]. (6) Given the reactants CCN(C(C)C)C(C)C.[CH3:10][O:11][C:12]1[CH:13]=[CH:14][CH:15]=[C:16]2[C:21]=1[O:20][C:19](=[O:22])[C:18]([C:23]([OH:25])=O)=[CH:17]2.CN(C(ON1N=NC2C=CC=NC1=2)=[N+](C)C)C.F[P-](F)(F)(F)(F)F.[C:50]([O:54][C:55]([N:57]1[CH:61]=[CH:60][CH:59]=[C:58]1[C:62]1[CH:67]=[CH:66][CH:65]=[C:64]([NH2:68])[CH:63]=1)=[O:56])([CH3:53])([CH3:52])[CH3:51], predict the reaction product. The product is: [C:50]([O:54][C:55]([N:57]1[CH:61]=[CH:60][CH:59]=[C:58]1[C:62]1[CH:67]=[CH:66][CH:65]=[C:64]([NH:68][C:23]([C:18]2[C:19](=[O:22])[O:20][C:21]3[C:16]([CH:17]=2)=[CH:15][CH:14]=[CH:13][C:12]=3[O:11][CH3:10])=[O:25])[CH:63]=1)=[O:56])([CH3:53])([CH3:51])[CH3:52].